Dataset: Full USPTO retrosynthesis dataset with 1.9M reactions from patents (1976-2016). Task: Predict the reactants needed to synthesize the given product. (1) Given the product [C:26]([N:35]([CH2:17][C:18]1[S:19][CH:20]=[C:21]([C:23]([NH:13][CH2:12][C:11]2[CH:10]=[CH:9][C:8]([O:1][C:2]3[CH:3]=[CH:4][CH:5]=[CH:6][CH:7]=3)=[CH:15][CH:14]=2)=[O:24])[N:22]=1)[C:36]1[CH:48]=[CH:47][C:39]([OH:40])=[C:38]([CH:37]=1)[C:43]([OH:44])=[O:42])(=[O:33])[C:27]1[CH:32]=[CH:31][CH:30]=[CH:29][CH:28]=1, predict the reactants needed to synthesize it. The reactants are: [O:1]([C:8]1[CH:15]=[CH:14][C:11]([CH2:12][NH2:13])=[CH:10][CH:9]=1)[C:2]1[CH:7]=[CH:6][CH:5]=[CH:4][CH:3]=1.Cl[CH2:17][C:18]1[S:19][CH:20]=[C:21]([C:23](Cl)=[O:24])[N:22]=1.[C:26](Cl)(=[O:33])[C:27]1[CH:32]=[CH:31][CH:30]=[CH:29][CH:28]=1.[NH2:35][C:36]1[CH:48]=[CH:47][C:39]2[O:40]C(C)(C)[O:42][C:43](=[O:44])[C:38]=2[CH:37]=1. (2) The reactants are: CS(O[CH2:6][CH2:7][CH2:8][CH:9]1[CH2:14][CH2:13][N:12]([C:15]([O:17][CH:18]([CH3:20])[CH3:19])=[O:16])[CH2:11][CH2:10]1)(=O)=O.C([O-])([O-])=O.[Cs+].[Cs+].[N-:27]=[N+:28]=[N-:29].[Na+]. Given the product [N:27]([CH2:6][CH2:7][CH2:8][CH:9]1[CH2:14][CH2:13][N:12]([C:15]([O:17][CH:18]([CH3:20])[CH3:19])=[O:16])[CH2:11][CH2:10]1)=[N+:28]=[N-:29], predict the reactants needed to synthesize it. (3) Given the product [NH2:16][C@H:15]([C:13]([OH:14])=[O:12])[CH2:17][C:18]1[CH:25]=[CH:23][CH:21]=[CH:20][CH:19]=1.[NH2:1][CH2:2][CH2:3][C:4]1[CH:11]=[CH:10][C:8]([OH:9])=[C:6]([OH:7])[CH:5]=1, predict the reactants needed to synthesize it. The reactants are: [NH2:1][CH2:2][CH2:3][C:4]1[CH:11]=[CH:10][C:8]([OH:9])=[C:6]([OH:7])[CH:5]=1.[O:12]=[C:13]([C@H:15]([CH2:17][C:18]1[CH:25]=[C:23](O)[C:21](O)=[CH:20][CH:19]=1)[NH2:16])[OH:14].